This data is from Forward reaction prediction with 1.9M reactions from USPTO patents (1976-2016). The task is: Predict the product of the given reaction. (1) The product is: [Cl:1][C:2]1[CH:3]=[C:4]([C:9]2([C:31]([F:33])([F:34])[F:32])[CH2:13][C:12]([C:14]3[CH:15]=[C:16]4[C:20](=[CH:21][CH:22]=3)[CH:19]([NH2:23])[CH2:18][CH2:17]4)=[N:11][CH2:10]2)[CH:5]=[C:6]([Cl:8])[CH:7]=1. Given the reactants [Cl:1][C:2]1[CH:3]=[C:4]([C:9]2([C:31]([F:34])([F:33])[F:32])[CH2:13][C:12]([C:14]3[CH:15]=[C:16]4[C:20](=[CH:21][CH:22]=3)[CH:19]([NH:23]C(=O)OC(C)(C)C)[CH2:18][CH2:17]4)=[N:11][CH2:10]2)[CH:5]=[C:6]([Cl:8])[CH:7]=1.FC(F)(F)C(O)=O, predict the reaction product. (2) Given the reactants C=O.[NH2:3][C:4]1[N:5]=[C:6]([NH:21][CH:22]2[CH2:27][CH2:26][NH:25][CH2:24][CH2:23]2)[S:7][C:8]=1[C:9]([C:11]1[C:16]([O:17][CH3:18])=[CH:15][CH:14]=[C:13]([F:19])[C:12]=1[F:20])=[O:10].[CH3:28][S:29](Cl)(=[O:31])=[O:30].C(N(C(C)C)CC)(C)C, predict the reaction product. The product is: [NH2:3][C:4]1[N:5]=[C:6]([NH:21][CH:22]2[CH2:27][CH2:26][N:25]([S:29]([CH3:28])(=[O:31])=[O:30])[CH2:24][CH2:23]2)[S:7][C:8]=1[C:9]([C:11]1[C:16]([O:17][CH3:18])=[CH:15][CH:14]=[C:13]([F:19])[C:12]=1[F:20])=[O:10]. (3) Given the reactants [CH2:1]([O:8][C:9]1[CH:10]=[C:11]([C:15]2[C:19]([C:20]3[CH:25]=[CH:24][N:23]=[C:22]([NH:26][C:27]4[CH:32]=[CH:31][C:30]([C:33]([N:35]5[CH2:39][CH2:38][CH2:37][CH2:36]5)=O)=[CH:29][CH:28]=4)[N:21]=3)=[CH:18][NH:17][N:16]=2)[CH:12]=[CH:13][CH:14]=1)[C:2]1[CH:7]=[CH:6][CH:5]=[CH:4][CH:3]=1.[H-].[H-].[H-].[H-].[Li+].[Al+3], predict the reaction product. The product is: [CH2:1]([O:8][C:9]1[CH:10]=[C:11]([C:15]2[C:19]([C:20]3[CH:25]=[CH:24][N:23]=[C:22]([NH:26][C:27]4[CH:28]=[CH:29][C:30]([CH2:33][N:35]5[CH2:39][CH2:38][CH2:37][CH2:36]5)=[CH:31][CH:32]=4)[N:21]=3)=[CH:18][NH:17][N:16]=2)[CH:12]=[CH:13][CH:14]=1)[C:2]1[CH:7]=[CH:6][CH:5]=[CH:4][CH:3]=1. (4) Given the reactants [Br:1][C:2]1[CH:7]=[CH:6][CH:5]=[CH:4][C:3]=1[OH:8].[Cl-].[Mg+2].[Cl-].C(N(CC)CC)C.[CH2:19]=[O:20], predict the reaction product. The product is: [Br:1][C:2]1[C:3]([OH:8])=[C:4]([CH:5]=[CH:6][CH:7]=1)[CH:19]=[O:20]. (5) Given the reactants C([O:5][C:6]([N:8]1[CH2:12][CH2:11][CH2:10][CH:9]1[C:13]1[NH:14][C:15]([C:18]2[CH:27]=[CH:26][C:25]3[C:20](=[CH:21][CH:22]=[C:23]([C:28]4[CH:33]=[CH:32][C:31]([C:34]5[NH:35][C:36]([CH:39]6[CH2:43][CH2:42][CH2:41][N:40]6C(OC(C)(C)C)=O)=[N:37][CH:38]=5)=[CH:30][CH:29]=4)[CH:24]=3)[CH:19]=2)=[CH:16][N:17]=1)=O)(C)(C)C.Cl.[OH-].[Na+].[CH3:54][O:55][C:56]([NH:58][C@H:59]([C:63]1[CH:68]=[CH:67][CH:66]=[CH:65][CH:64]=1)[C:60]([OH:62])=O)=[O:57].CCOP(O[N:78]1N=N[C:82]2[CH:83]=[CH:84][CH:85]=[CH:86][C:81]=2[C:79]1=O)(OCC)=O.[C:89]([O-:92])(O)=[O:90].[Na+].[CH3:94]O, predict the reaction product. The product is: [CH3:54][O:55][C:56](=[O:57])[NH:58][CH:59]([C:63]1[CH:68]=[CH:67][CH:66]=[CH:65][CH:64]=1)[C:60]([N:40]1[CH2:41][CH2:42][CH2:43][CH:39]1[C:36]1[NH:35][C:34]([C:31]2[CH:32]=[CH:33][C:28]([C:23]3[CH:22]=[CH:21][C:20]4[C:25](=[CH:26][CH:27]=[C:18]([C:15]5[NH:14][C:13]([CH:9]6[CH2:10][CH2:11][CH2:12][N:8]6[C:6](=[O:5])[CH:79]([NH:78][C:89]([O:92][CH3:94])=[O:90])[C:81]6[CH:82]=[CH:83][CH:84]=[CH:85][CH:86]=6)=[N:17][CH:16]=5)[CH:19]=4)[CH:24]=3)=[CH:29][CH:30]=2)=[CH:38][N:37]=1)=[O:62].